This data is from Full USPTO retrosynthesis dataset with 1.9M reactions from patents (1976-2016). The task is: Predict the reactants needed to synthesize the given product. (1) Given the product [OH:3][C:1]1[C:4]2[C:5](=[C:6]([CH3:10])[CH:7]=[CH:8][CH:9]=2)[N:11]=[C:12]([C:13]([O:15][CH2:16][CH3:17])=[O:14])[N:2]=1, predict the reactants needed to synthesize it. The reactants are: [C:1]([C:4]1[CH:9]=[CH:8][CH:7]=[C:6]([CH3:10])[C:5]=1[NH:11][C:12](=O)[C:13]([O:15][CH2:16][CH3:17])=[O:14])(=[O:3])[NH2:2].[Si](Cl)(C)(C)C. (2) Given the product [NH2:20][CH:9]1[CH:8]([CH2:1][C:2]2[CH:3]=[CH:4][CH:5]=[CH:6][CH:7]=2)[C:17]2[CH:16]=[C:15]([C:18]#[N:19])[CH:14]=[CH:13][C:12]=2[CH2:11][CH2:10]1, predict the reactants needed to synthesize it. The reactants are: [CH2:1]([CH:8]1[C:17]2[C:12](=[CH:13][CH:14]=[C:15]([C:18]#[N:19])[CH:16]=2)[CH2:11][CH2:10][CH:9]1[NH:20]C(=O)OC(C)(C)C)[C:2]1[CH:7]=[CH:6][CH:5]=[CH:4][CH:3]=1.Cl.